This data is from Experimentally validated miRNA-target interactions with 360,000+ pairs, plus equal number of negative samples. The task is: Binary Classification. Given a miRNA mature sequence and a target amino acid sequence, predict their likelihood of interaction. (1) The miRNA is hsa-miR-8485 with sequence CACACACACACACACACGUAU. The protein sequence of the target gene is MITSELPVLQDSTNETTAHSDAGSELEETEVKGKRKRGRPGRPPSTNKKPRKSPGEKSRIEAGIRGAGRGRANGHPQQNGEGEPVTLFEVVKLGKSAMQSVVDDWIESYKQDRDIALLDLINFFIQCSGCRGTVRIEMFRNMQNAEIIRKMTEEFDEDSGDYPLTMPGPQWKKFRSNFCEFIGVLIRQCQYSIIYDEYMMDTVISLLTGLSDSQVRAFRHTSTLAAMKLMTALVNVALNLSIHQDNTQRQYEAERNKMIGKRANERLELLLQKRKELQENQDEIENMMNSIFKGIFVHRY.... Result: 1 (interaction). (2) The miRNA is hsa-miR-3677-5p with sequence CAGUGGCCAGAGCCCUGCAGUG. The protein sequence of the target gene is MEAPLRPAADILRRNPQQDYELVQRVGSGTYGDVYKARNVHTGELAAVKIIKLEPGDDFSLIQQEIFMVKECKHCNIVAYFGSYLSREKLWICMEYCGGGSLQDIYHVTGPLSELQIAYVCRETLQGLAYLHTKGKMHRDIKGANILLTDHGDVKLADFGVAAKITATIAKRKSFIGTPYWMAPEVAAVEKNGGYNQLCDIWAVGITAIELGELQPPMFDLHPMRALFLMSKSNFQPPKLKDKTKWSSTFHNFVKIALTKNPKKRPTAERLLTHTFVAQPGLSRALAVELLDKVNNPDNH.... Result: 0 (no interaction).